Task: Predict the reaction yield, written as a fraction of the theoretical maximum amount of product (1.0 means a 100% yield; for example, 0.34 means a 34% yield).. Dataset: Reaction yield outcomes from USPTO patents with 853,638 reactions (1) The reactants are [CH3:1][C:2]1[CH:25]=[CH:24][C:5]([CH2:6][CH2:7][C:8]2[S:9][C:10]3[N:11]=[C:12]([NH2:23])[N:13]=[C:14]([N:17]4[CH2:22][CH2:21][NH:20][CH2:19][CH2:18]4)[C:15]=3[N:16]=2)=[CH:4][CH:3]=1.[Br:26][C:27]1[CH:37]=[CH:36][C:30]([O:31][CH2:32][C:33](O)=[O:34])=[CH:29][CH:28]=1. No catalyst specified. The product is [NH2:23][C:12]1[N:13]=[C:14]([N:17]2[CH2:18][CH2:19][N:20]([C:33](=[O:34])[CH2:32][O:31][C:30]3[CH:36]=[CH:37][C:27]([Br:26])=[CH:28][CH:29]=3)[CH2:21][CH2:22]2)[C:15]2[N:16]=[C:8]([CH2:7][CH2:6][C:5]3[CH:4]=[CH:3][C:2]([CH3:1])=[CH:25][CH:24]=3)[S:9][C:10]=2[N:11]=1. The yield is 0.470. (2) The reactants are [Cl:1][C:2]1[CH:6]=[C:5]([C:7]([O:9]C)=[O:8])[N:4]([C:11]2[CH:12]=[N:13][CH:14]=[CH:15][CH:16]=2)[N:3]=1. The catalyst is Cl. The product is [ClH:1].[Cl:1][C:2]1[CH:6]=[C:5]([C:7]([OH:9])=[O:8])[N:4]([C:11]2[CH:12]=[N:13][CH:14]=[CH:15][CH:16]=2)[N:3]=1. The yield is 0.970. (3) The reactants are C(Cl)CCl.C1C=CC2N(O)N=NC=2C=1.[NH2:15][CH2:16][C:17]1[C:18]([F:34])=[C:19]([O:24][C:25]2[CH:26]=[C:27]([CH:30]=[C:31]([Cl:33])[CH:32]=2)[C:28]#[N:29])[C:20]([Br:23])=[CH:21][CH:22]=1.CC(OC([N:42](C(OC(C)(C)C)=O)[C:43]1[NH:44][C:45]([C:49](O)=[O:50])=[C:46]([Cl:48])[N:47]=1)=O)(C)C.[F:59][C:60]([F:65])([F:64])[C:61]([OH:63])=[O:62]. The catalyst is CN(C=O)C.ClCCl. The product is [F:59][C:60]([F:65])([F:64])[C:61]([OH:63])=[O:62].[NH2:42][C:43]1[NH:44][C:45]([C:49]([NH:15][CH2:16][C:17]2[CH:22]=[CH:21][C:20]([Br:23])=[C:19]([O:24][C:25]3[CH:26]=[C:27]([C:28]#[N:29])[CH:30]=[C:31]([Cl:33])[CH:32]=3)[C:18]=2[F:34])=[O:50])=[C:46]([Cl:48])[N:47]=1. The yield is 0.180. (4) The yield is 0.356. The reactants are I[C:2]1[CH:7]=[CH:6][C:5]([NH:8][C:9]([N:11]2[CH2:16][CH2:15][CH:14]([C:17]3[C:26]4[C:21](=[CH:22][C:23]([O:29][CH3:30])=[C:24]([O:27][CH3:28])[CH:25]=4)[N:20]=[CH:19][N:18]=3)[CH2:13][CH2:12]2)=[O:10])=[CH:4][CH:3]=1.[N:31]1[CH:36]=[C:35](B(O)O)[CH:34]=[N:33][CH:32]=1.C([O-])([O-])=O.[K+].[K+]. The product is [N:31]1[CH:36]=[C:35]([C:2]2[CH:3]=[CH:4][C:5]([NH:8][C:9]([N:11]3[CH2:12][CH2:13][CH:14]([C:17]4[C:26]5[C:21](=[CH:22][C:23]([O:29][CH3:30])=[C:24]([O:27][CH3:28])[CH:25]=5)[N:20]=[CH:19][N:18]=4)[CH2:15][CH2:16]3)=[O:10])=[CH:6][CH:7]=2)[CH:34]=[N:33][CH:32]=1. The catalyst is C1(C)C=CC=CC=1.CCO.C1C=CC([P]([Pd]([P](C2C=CC=CC=2)(C2C=CC=CC=2)C2C=CC=CC=2)([P](C2C=CC=CC=2)(C2C=CC=CC=2)C2C=CC=CC=2)[P](C2C=CC=CC=2)(C2C=CC=CC=2)C2C=CC=CC=2)(C2C=CC=CC=2)C2C=CC=CC=2)=CC=1. (5) The reactants are [C:1]1([C:31]2[CH:36]=[CH:35][CH:34]=[CH:33][CH:32]=2)[CH:6]=[CH:5][CH:4]=[C:3]([C:7]2[N:30]=[C:10]3[N:11]=[C:12]([CH3:29])[C:13]([CH:23]([OH:28])[C:24]([O:26][CH3:27])=[O:25])=[C:14]([N:15]4[CH2:20][CH2:19][C:18]([CH3:22])([CH3:21])[CH2:17][CH2:16]4)[N:9]3[N:8]=2)[CH:2]=1.CC(OI1(OC(C)=O)(OC(C)=O)OC(=O)C2C1=CC=CC=2)=O. The catalyst is C(Cl)Cl. The product is [C:1]1([C:31]2[CH:32]=[CH:33][CH:34]=[CH:35][CH:36]=2)[CH:6]=[CH:5][CH:4]=[C:3]([C:7]2[N:30]=[C:10]3[N:11]=[C:12]([CH3:29])[C:13]([C:23](=[O:28])[C:24]([O:26][CH3:27])=[O:25])=[C:14]([N:15]4[CH2:16][CH2:17][C:18]([CH3:22])([CH3:21])[CH2:19][CH2:20]4)[N:9]3[N:8]=2)[CH:2]=1. The yield is 0.820. (6) The reactants are [C:1]([C:3]1[CH:8]=[CH:7][C:6]([NH:9][C:10](=[O:16])[O:11][C:12]([CH3:15])([CH3:14])[CH3:13])=[C:5](I)[CH:4]=1)#[N:2].C(N(CC)CC)C.[C:25]([C:27]1[CH:28]=[C:29]([NH:33][C:34](=[O:40])[O:35][C:36]([CH3:39])([CH3:38])[CH3:37])[CH:30]=[N:31][CH:32]=1)#[CH:26]. The catalyst is [Cu]I.Cl[Pd](Cl)([P](C1C=CC=CC=1)(C1C=CC=CC=1)C1C=CC=CC=1)[P](C1C=CC=CC=1)(C1C=CC=CC=1)C1C=CC=CC=1.O1CCCC1. The product is [C:12]([O:11][C:10]([NH:9][C:6]1[CH:7]=[CH:8][C:3]([C:1]#[N:2])=[CH:4][C:5]=1[C:26]#[C:25][C:27]1[CH:28]=[C:29]([NH:33][C:34](=[O:40])[O:35][C:36]([CH3:38])([CH3:37])[CH3:39])[CH:30]=[N:31][CH:32]=1)=[O:16])([CH3:15])([CH3:14])[CH3:13]. The yield is 0.520. (7) The reactants are [C:1]([NH:4][C:5]1[C:6]([N+:15]([O-:17])=[O:16])=[C:7]([C:11]([Br:14])=[CH:12][CH:13]=1)[C:8]([OH:10])=[O:9])(=[O:3])[CH3:2].[CH3:18][Si](C=[N+]=[N-])(C)C.C(OCC)C. The catalyst is CO.O1CCCC1. The product is [C:1]([NH:4][C:5]1[C:6]([N+:15]([O-:17])=[O:16])=[C:7]([C:11]([Br:14])=[CH:12][CH:13]=1)[C:8]([O:10][CH3:18])=[O:9])(=[O:3])[CH3:2]. The yield is 0.660.